From a dataset of Full USPTO retrosynthesis dataset with 1.9M reactions from patents (1976-2016). Predict the reactants needed to synthesize the given product. (1) Given the product [C:1]([O:5][C:6]([NH:8][C@H:9]([C:13]1[CH:18]=[CH:17][C:16]([O:19][CH2:23][CH2:24][O:25][CH:26]2[CH2:31][CH2:30][CH2:29][CH2:28][O:27]2)=[CH:15][CH:14]=1)[C:10]([OH:12])=[O:11])=[O:7])([CH3:4])([CH3:2])[CH3:3], predict the reactants needed to synthesize it. The reactants are: [C:1]([O:5][C:6]([NH:8][C@H:9]([C:13]1[CH:18]=[CH:17][C:16]([OH:19])=[CH:15][CH:14]=1)[C:10]([OH:12])=[O:11])=[O:7])([CH3:4])([CH3:3])[CH3:2].[H-].[Na+].Br[CH2:23][CH2:24][O:25][CH:26]1[CH2:31][CH2:30][CH2:29][CH2:28][O:27]1. (2) The reactants are: [Cl:1][C:2]1[N:7]=[C:6]([N:8]2[CH:12]=[C:11]([C:13](OCC)=[O:14])[C:10]([CH3:18])=[N:9]2)[CH:5]=[CH:4][N:3]=1.CC1C(CN2CC(O)C2)=CN(C2C=CN=C(NC3C=C4C(=CC=3)N(C)C=C4)N=2)N=1.[H-].C([Al+]CC(C)C)C(C)C. Given the product [Cl:1][C:2]1[N:7]=[C:6]([N:8]2[CH:12]=[C:11]([CH2:13][OH:14])[C:10]([CH3:18])=[N:9]2)[CH:5]=[CH:4][N:3]=1, predict the reactants needed to synthesize it. (3) Given the product [CH:21]([C:20]1[C:19]2[CH:24]=[CH:25][C:26]([C:28]([F:30])([F:29])[F:31])=[CH:27][C:18]=2[S:17][C:16]=1[CH2:15][CH2:14][C:11]1[C:10]2[CH:32]=[C:33]([CH3:34])[C:7]([O:6][CH2:5][C:4]([OH:35])=[O:3])=[CH:8][C:9]=2[O:13][N:12]=1)([CH3:23])[CH3:22], predict the reactants needed to synthesize it. The reactants are: C([O:3][C:4](=[O:35])[CH2:5][O:6][C:7]1[C:33]([CH3:34])=[CH:32][C:10]2[C:11]([CH2:14][CH2:15][C:16]3[S:17][C:18]4[CH:27]=[C:26]([C:28]([F:31])([F:30])[F:29])[CH:25]=[CH:24][C:19]=4[C:20]=3[CH:21]([CH3:23])[CH3:22])=[N:12][O:13][C:9]=2[CH:8]=1)C.[OH-].[Na+].Cl.